Predict the product of the given reaction. From a dataset of Forward reaction prediction with 1.9M reactions from USPTO patents (1976-2016). Given the reactants [CH3:1][C:2]1[CH:3]=[C:4]([OH:9])[CH:5]=[C:6]([CH3:8])[CH:7]=1.[N+:10]([O-])([OH:12])=[O:11].CCCCCC.C(OCC)(=O)C, predict the reaction product. The product is: [CH3:1][C:2]1[CH:3]=[C:4]([OH:9])[CH:5]=[C:6]([CH3:8])[C:7]=1[N+:10]([O-:12])=[O:11].